Predict the reaction yield, written as a fraction of the theoretical maximum amount of product (1.0 means a 100% yield; for example, 0.34 means a 34% yield). From a dataset of Reaction yield outcomes from USPTO patents with 853,638 reactions. (1) The reactants are [Br:1][C:2]1[C:3]([O:13][CH3:14])=[C:4](CC#N)[CH:5]=[C:6]([O:8][CH3:9])[CH:7]=1.[CH3:15][C:16]([OH:18])=[O:17]. The catalyst is O.OS(O)(=O)=O. The product is [Br:1][C:2]1[C:3]([O:13][CH3:14])=[C:4]([CH2:15][C:16]([OH:18])=[O:17])[CH:5]=[C:6]([O:8][CH3:9])[CH:7]=1. The yield is 0.550. (2) The reactants are [CH:1]1([NH:7][C:8]2[C:13]([CH2:14][OH:15])=[CH:12][N:11]=[C:10]3[N:16]([S:19]([C:22]4[CH:28]=[CH:27][C:25]([CH3:26])=[CH:24][CH:23]=4)(=[O:21])=[O:20])[CH:17]=[CH:18][C:9]=23)[CH2:6][CH2:5][CH2:4][CH2:3][CH2:2]1. The catalyst is C(Cl)(Cl)Cl.[O-2].[O-2].[Mn+4]. The product is [CH:1]1([NH:7][C:8]2[C:13]([CH:14]=[O:15])=[CH:12][N:11]=[C:10]3[N:16]([S:19]([C:22]4[CH:23]=[CH:24][C:25]([CH3:26])=[CH:27][CH:28]=4)(=[O:21])=[O:20])[CH:17]=[CH:18][C:9]=23)[CH2:2][CH2:3][CH2:4][CH2:5][CH2:6]1. The yield is 0.870. (3) The reactants are [F:1][C:2]([F:17])([F:16])[CH2:3][O:4][C:5]1[CH:6]=[N+:7]([O-])[C:8]2[CH2:9][CH2:10][CH2:11][CH2:12][C:13]=2[CH:14]=1.C(OC(=O)C)(=[O:20])C.C(=O)([O-])[O-].[K+].[K+]. The catalyst is CO. The product is [F:1][C:2]([F:17])([F:16])[CH2:3][O:4][C:5]1[CH:6]=[N:7][C:8]2[CH:9]([OH:20])[CH2:10][CH2:11][CH2:12][C:13]=2[CH:14]=1. The yield is 0.360. (4) The reactants are [CH2:1]=[CH:2][CH2:3][CH2:4][CH2:5][CH2:6][CH2:7]CC.[C:10]1([CH:16]([CH3:19])[CH:17]=[CH2:18])[CH:15]=[CH:14][CH:13]=[CH:12][CH:11]=1. No catalyst specified. The product is [C:10]1([CH:16]([CH:17]=[CH:18][CH2:1][CH2:2][CH2:3][CH2:4][CH2:5][CH2:6][CH3:7])[CH3:19])[CH:15]=[CH:14][CH:13]=[CH:12][CH:11]=1. The yield is 0.381. (5) The reactants are [C:1]1([C:17]2[CH:22]=[CH:21][CH:20]=[CH:19][CH:18]=2)[CH:6]=[CH:5][C:4]([CH:7]([NH:15][CH3:16])[CH2:8][N:9]2[CH2:14][CH2:13][O:12][CH2:11][CH2:10]2)=[CH:3][CH:2]=1.[O:23]=[C:24]1[N:29]([CH2:30][C:31]([OH:33])=O)[C:28]2[CH:34]=[C:35]([O:38][C:39]([F:42])([F:41])[F:40])[CH:36]=[CH:37][C:27]=2[O:26][CH2:25]1.C(N(CC)CC)C.F[P-](F)(F)(F)(F)F.N1(O[P+](N(C)C)(N(C)C)N(C)C)C2C=CC=CC=2N=N1.FC(F)(F)C(O)=O. The catalyst is CN(C)C=O.CC#N.O. The product is [C:1]1([C:17]2[CH:22]=[CH:21][CH:20]=[CH:19][CH:18]=2)[CH:2]=[CH:3][C:4]([CH:7]([N:15]([CH3:16])[C:31](=[O:33])[CH2:30][N:29]2[C:28]3[CH:34]=[C:35]([O:38][C:39]([F:42])([F:41])[F:40])[CH:36]=[CH:37][C:27]=3[O:26][CH2:25][C:24]2=[O:23])[CH2:8][N:9]2[CH2:10][CH2:11][O:12][CH2:13][CH2:14]2)=[CH:5][CH:6]=1. The yield is 0.420. (6) The reactants are [CH2:1]([O:3][C:4]([C:6]1([C:9]2[CH:14]=[CH:13][C:12]([C:15]3[CH:20]=[CH:19][C:18]([C:21]4[S:22][C:23]([Cl:29])=[CH:24][C:25]=4C(=O)N)=[CH:17][CH:16]=3)=[CH:11][CH:10]=2)[CH2:8][CH2:7]1)=[O:5])[CH3:2].[N:30]1[CH:35]=CC=CC=1.FC(F)(F)C(OI(C1C=CC=CC=1)OC(=O)C(F)(F)F)=[O:39].[F:57][C:58]1[CH:63]=[C:62]([F:64])[CH:61]=[CH:60][C:59]=1[C@H:65]([OH:67])[CH3:66]. The catalyst is C1(C)C=CC=CC=1.C(OCC)(=O)C. The product is [CH2:1]([O:3][C:4]([C:6]1([C:9]2[CH:10]=[CH:11][C:12]([C:15]3[CH:16]=[CH:17][C:18]([C:21]4[S:22][C:23]([Cl:29])=[CH:24][C:25]=4[NH:30][C:35]([O:67][C@@H:65]([C:59]4[CH:60]=[CH:61][C:62]([F:64])=[CH:63][C:58]=4[F:57])[CH3:66])=[O:39])=[CH:19][CH:20]=3)=[CH:13][CH:14]=2)[CH2:8][CH2:7]1)=[O:5])[CH3:2]. The yield is 0.900. (7) The reactants are C([NH:8][C:9]12[CH2:16][CH2:15][C:12]([C:17]([O:19][CH2:20][CH3:21])=[O:18])([CH2:13][CH2:14]1)[C:11](=[O:22])[CH2:10]2)C1C=CC=CC=1.N#N. The catalyst is CO.[Pd]. The product is [NH2:8][C:9]12[CH2:14][CH2:13][C:12]([C:17]([O:19][CH2:20][CH3:21])=[O:18])([CH2:15][CH2:16]1)[C:11](=[O:22])[CH2:10]2. The yield is 0.800.